Dataset: Catalyst prediction with 721,799 reactions and 888 catalyst types from USPTO. Task: Predict which catalyst facilitates the given reaction. (1) Reactant: [NH2:1][C:2]1[N:7]=[C:6](S(C)=O)[C:5]([C:11]#[N:12])=[C:4]([N:13]2[CH:17]=[CH:16][CH:15]=[N:14]2)[N:3]=1.[CH:18]1[C:27]2[C:22](=[CH:23][CH:24]=[CH:25][CH:26]=2)[CH:21]=[CH:20][C:19]=1[CH2:28][OH:29].C1CCN2C(=NCCC2)CC1. Product: [NH2:1][C:2]1[N:7]=[C:6]([O:29][CH2:28][C:19]2[CH:20]=[CH:21][C:22]3[C:27](=[CH:26][CH:25]=[CH:24][CH:23]=3)[CH:18]=2)[C:5]([C:11]#[N:12])=[C:4]([N:13]2[CH:17]=[CH:16][CH:15]=[N:14]2)[N:3]=1. The catalyst class is: 57. (2) Reactant: [CH3:1][C:2]([C:5]1[CH:10]=[CH:9][C:8]([S:11]([N-:14][C:15]2[N:20]=[C:19]([C:21]3[N:26]=[CH:25][CH:24]=[CH:23][N:22]=3)[N:18]=[C:17]([O:27][CH2:28][CH2:29][OH:30])[C:16]=2[O:31][C:32]2[C:37]([O:38][CH3:39])=[CH:36][CH:35]=[CH:34][CH:33]=2)(=[O:13])=[O:12])=[CH:7][CH:6]=1)([CH3:4])[CH3:3].[Na+]. Product: [CH3:4][C:2]([C:5]1[CH:6]=[CH:7][C:8]([S:11]([NH:14][C:15]2[N:20]=[C:19]([C:21]3[N:26]=[CH:25][CH:24]=[CH:23][N:22]=3)[N:18]=[C:17]([O:27][CH2:28][CH2:29][OH:30])[C:16]=2[O:31][C:32]2[C:37]([O:38][CH3:39])=[CH:36][CH:35]=[CH:34][CH:33]=2)(=[O:12])=[O:13])=[CH:9][CH:10]=1)([CH3:1])[CH3:3].[OH2:12]. The catalyst class is: 21. (3) Reactant: [F:1][C:2]1[CH:7]=[CH:6][C:5]([NH:8][C:9](=[O:17])[C:10]2[CH:15]=[CH:14][C:13]([F:16])=[CH:12][N:11]=2)=[CH:4][C:3]=1[C:18]1([CH3:37])[CH2:23][C:22]2([CH2:28][CH2:27][O:26][CH2:25][CH2:24]2)[O:21][C:20]([NH:29]C(=O)OC(C)(C)C)=[N:19]1.C(O)(C(F)(F)F)=O. Product: [NH2:29][C:20]1[O:21][C:22]2([CH2:24][CH2:25][O:26][CH2:27][CH2:28]2)[CH2:23][C:18]([C:3]2[CH:4]=[C:5]([NH:8][C:9](=[O:17])[C:10]3[CH:15]=[CH:14][C:13]([F:16])=[CH:12][N:11]=3)[CH:6]=[CH:7][C:2]=2[F:1])([CH3:37])[N:19]=1. The catalyst class is: 2.